From a dataset of Forward reaction prediction with 1.9M reactions from USPTO patents (1976-2016). Predict the product of the given reaction. (1) Given the reactants [C:1]([C:4]1[CH:11]=[CH:10][C:7]([CH:8]=[O:9])=[CH:6][CH:5]=1)([OH:3])=[O:2].[CH3:12][Si](Cl)(C)C, predict the reaction product. The product is: [CH3:12][O:2][C:1]([C:4]1[CH:11]=[CH:10][C:7]([CH:8]=[O:9])=[CH:6][CH:5]=1)=[O:3]. (2) Given the reactants [NH2:1][C:2]1[C:10]2[C:5](=[CH:6][CH:7]=[CH:8][CH:9]=2)[NH:4][N:3]=1.Br.Br[CH2:13][CH2:14][NH2:15], predict the reaction product. The product is: [NH:4]1[C:5]2[C:10](=[CH:9][CH:8]=[CH:7][CH:6]=2)[C:2]([NH:1][CH2:13][CH2:14][NH2:15])=[N:3]1.[NH2:15][CH2:14][CH2:13][N:4]1[C:5]2[C:10](=[CH:9][CH:8]=[CH:7][CH:6]=2)[C:2]([NH2:1])=[N:3]1. (3) Given the reactants [CH3:1][N:2]1[C:7]2[CH:8]=[C:9]([C:11]3[CH:12]=[N:13][NH:14][C:15]=3[CH3:16])[S:10][C:6]=2[C:5](=[O:17])[NH:4]C1(C)C.Cl.C([O-])(O)=O.[Na+], predict the reaction product. The product is: [CH3:1][NH:2][C:7]1[CH:8]=[C:9]([C:11]2[CH:12]=[N:13][NH:14][C:15]=2[CH3:16])[S:10][C:6]=1[C:5]([NH2:4])=[O:17]. (4) Given the reactants [Li+].[OH-].[Cl:3][C:4]1[CH:34]=[CH:33][CH:32]=[C:31]([Cl:35])[C:5]=1[C:6]([NH:8][C@H:9]([C:27]([O:29]C)=[O:28])[CH2:10][C:11]1[CH:16]=[CH:15][C:14]([C:17]#[C:18][CH2:19][NH:20][C:21]2[CH:26]=[CH:25][CH:24]=[CH:23][N:22]=2)=[CH:13][CH:12]=1)=[O:7], predict the reaction product. The product is: [Cl:3][C:4]1[CH:34]=[CH:33][CH:32]=[C:31]([Cl:35])[C:5]=1[C:6]([NH:8][C@H:9]([C:27]([OH:29])=[O:28])[CH2:10][C:11]1[CH:16]=[CH:15][C:14]([C:17]#[C:18][CH2:19][NH:20][C:21]2[CH:26]=[CH:25][CH:24]=[CH:23][N:22]=2)=[CH:13][CH:12]=1)=[O:7]. (5) Given the reactants Cl[C:2]1[CH:42]=[CH:41][C:5]([CH2:6][O:7][CH:8]2[CH:13]([C:14]3[CH:19]=[CH:18][C:17]([O:20][CH2:21][CH2:22][CH2:23][O:24][CH2:25][C:26]4[CH:31]=[CH:30][CH:29]=[CH:28][C:27]=4[O:32][CH3:33])=[CH:16][CH:15]=3)[CH2:12][CH2:11][N:10]([C:34]([O:36][C:37]([CH3:40])([CH3:39])[CH3:38])=[O:35])[CH2:9]2)=[CH:4][C:3]=1[O:43][CH2:44][CH2:45][CH2:46][O:47][CH3:48].[C-:49]#[N:50].[Na+].C1OCCOCCOCCOCCOC1.O, predict the reaction product. The product is: [C:49]([C:2]1[CH:42]=[CH:41][C:5]([CH2:6][O:7][CH:8]2[CH:13]([C:14]3[CH:19]=[CH:18][C:17]([O:20][CH2:21][CH2:22][CH2:23][O:24][CH2:25][C:26]4[CH:31]=[CH:30][CH:29]=[CH:28][C:27]=4[O:32][CH3:33])=[CH:16][CH:15]=3)[CH2:12][CH2:11][N:10]([C:34]([O:36][C:37]([CH3:38])([CH3:39])[CH3:40])=[O:35])[CH2:9]2)=[CH:4][C:3]=1[O:43][CH2:44][CH2:45][CH2:46][O:47][CH3:48])#[N:50]. (6) Given the reactants [CH3:1]C(C)([O-])C.[K+].[CH2:7]([O:14][C:15]1[CH:16]=[C:17]([CH:30]=[CH:31][C:32]=1[O:33][CH2:34][C:35]1[CH:40]=[CH:39][CH:38]=[CH:37][CH:36]=1)[C:18]1[O:19][C:20]2[C:25]([C:26](=[O:28])[CH:27]=1)=[CH:24][CH:23]=[C:22]([OH:29])[CH:21]=2)[C:8]1[CH:13]=[CH:12][CH:11]=[CH:10][CH:9]=1.CI.O, predict the reaction product. The product is: [CH2:7]([O:14][C:15]1[CH:16]=[C:17]([CH:30]=[CH:31][C:32]=1[O:33][CH2:34][C:35]1[CH:40]=[CH:39][CH:38]=[CH:37][CH:36]=1)[C:18]1[O:19][C:20]2[C:25]([C:26](=[O:28])[CH:27]=1)=[CH:24][CH:23]=[C:22]([O:29][CH3:1])[CH:21]=2)[C:8]1[CH:9]=[CH:10][CH:11]=[CH:12][CH:13]=1. (7) The product is: [Cl:11][C:12]1[N:13]=[C:14]([NH:5][CH2:4][C:3]2[CH:6]=[CH:7][C:8]([Cl:10])=[CH:9][C:2]=2[Cl:1])[C:15]2[CH:21]=[CH:20][CH:19]=[N:18][C:16]=2[N:17]=1. Given the reactants [Cl:1][C:2]1[CH:9]=[C:8]([Cl:10])[CH:7]=[CH:6][C:3]=1[CH2:4][NH2:5].[Cl:11][C:12]1[N:13]=[C:14](Cl)[C:15]2[CH:21]=[CH:20][CH:19]=[N:18][C:16]=2[N:17]=1.C(N(CC)C(C)C)(C)C, predict the reaction product.